This data is from Reaction yield outcomes from USPTO patents with 853,638 reactions. The task is: Predict the reaction yield, written as a fraction of the theoretical maximum amount of product (1.0 means a 100% yield; for example, 0.34 means a 34% yield). (1) The reactants are [OH-].[Na+].C[O:4][C:5](=[O:39])[CH2:6][C:7]1[CH:8]=[C:9]([C:13]2[CH:18]=[CH:17][C:16]([C:19]([CH2:37][CH3:38])([C:22]3[CH:27]=[CH:26][C:25](/[CH:28]=[CH:29]/[C:30]([CH2:34][CH3:35])([OH:33])[CH2:31][CH3:32])=[C:24]([CH3:36])[CH:23]=3)[CH2:20][CH3:21])=[CH:15][CH:14]=2)[CH:10]=[CH:11][CH:12]=1.[Cl-].[NH4+]. The catalyst is CO.O1CCCC1. The product is [CH2:20]([C:19]([C:16]1[CH:15]=[CH:14][C:13]([C:9]2[CH:10]=[CH:11][CH:12]=[C:7]([CH2:6][C:5]([OH:39])=[O:4])[CH:8]=2)=[CH:18][CH:17]=1)([C:22]1[CH:27]=[CH:26][C:25](/[CH:28]=[CH:29]/[C:30]([CH2:31][CH3:32])([OH:33])[CH2:34][CH3:35])=[C:24]([CH3:36])[CH:23]=1)[CH2:37][CH3:38])[CH3:21]. The yield is 0.790. (2) The reactants are [CH2:1]([Si:5](Cl)(C)[CH3:6])CCC.CCN([CH:15]([CH3:17])[CH3:16])C(C)C.[OH:18][C:19]1[CH:28]=[CH:27][C:22]2[C:23](=[O:26])[CH2:24][O:25][C:21]=2[CH:20]=1.O.[CH3:30]N(C=O)C. No catalyst specified. The product is [C:15]([Si:5]([CH3:6])([CH3:1])[O:18][C:19]1[CH:28]=[CH:27][C:22]2[C:23](=[O:26])[CH2:24][O:25][C:21]=2[CH:20]=1)([CH3:17])([CH3:30])[CH3:16]. The yield is 0.980. (3) The reactants are [OH:1][C:2]1[C:3]([C:12]([NH:14][C:15]2[CH:20]=[C:19]([C:21]([F:24])([F:23])[F:22])[CH:18]=[C:17]([C:25]([F:28])([F:27])[F:26])[CH:16]=2)=[O:13])=[CH:4][C:5]2[C:10]([CH:11]=1)=[CH:9][CH:8]=[CH:7][CH:6]=2.[N:29]1([C:35](Cl)=[O:36])[CH2:34][CH2:33][O:32][CH2:31][CH2:30]1. No catalyst specified. The product is [O:32]1[CH2:33][CH2:34][N:29]([C:35]([O:1][C:2]2[CH:11]=[CH:10][C:9]3[C:4](=[CH:5][CH:6]=[CH:7][CH:8]=3)[C:3]=2[C:12]([NH:14][C:15]2[CH:20]=[C:19]([C:21]([F:24])([F:22])[F:23])[CH:18]=[C:17]([C:25]([F:27])([F:26])[F:28])[CH:16]=2)=[O:13])=[O:36])[CH2:30][CH2:31]1. The yield is 0.980.